The task is: Regression/Classification. Given a drug SMILES string, predict its toxicity properties. Task type varies by dataset: regression for continuous values (e.g., LD50, hERG inhibition percentage) or binary classification for toxic/non-toxic outcomes (e.g., AMES mutagenicity, cardiotoxicity, hepatotoxicity). Dataset: ld50_zhu.. This data is from Acute oral toxicity (LD50) regression data from Zhu et al.. (1) The compound is C=COC. The rat oral LD50 is 1.07, given as -log10 of the dose in mol/kg body weight (higher means more acutely toxic). (2) The drug is CCCCOC(=O)CC(C(=O)OCCCC)P(=O)(OCCCC)OCCCC. The rat oral LD50 is 1.23, given as -log10 of the dose in mol/kg body weight (higher means more acutely toxic). (3) The drug is O=C=Nc1ccccc1. The rat oral LD50 is 2.10, given as -log10 of the dose in mol/kg body weight (higher means more acutely toxic). (4) The molecule is COCC1OC(=O)c2coc3c2C1(C)C1=C(C3=O)C2CCC(=O)C2(C)CC1. The rat oral LD50 is 4.12, given as -log10 of the dose in mol/kg body weight (higher means more acutely toxic). (5) The molecule is FC(F)(F)c1nc2cc(-c3ccccc3)ccc2[nH]1. The rat oral LD50 is 3.58, given as -log10 of the dose in mol/kg body weight (higher means more acutely toxic). (6) The molecule is COP(=S)(OC)Sc1ccc(Cl)cc1. The rat oral LD50 is 2.73, given as -log10 of the dose in mol/kg body weight (higher means more acutely toxic). (7) The molecule is CC(=O)OCC=C(C)CCC=C(C)C. The rat oral LD50 is 1.49, given as -log10 of the dose in mol/kg body weight (higher means more acutely toxic). (8) The compound is CCCCc1c(OC(=O)c2ccc3c(c2)OCO3)n(-c2ccccc2)n(-c2ccccc2)c1=O. The rat oral LD50 is 2.52, given as -log10 of the dose in mol/kg body weight (higher means more acutely toxic). (9) The rat oral LD50 is 2.10, given as -log10 of the dose in mol/kg body weight (higher means more acutely toxic). The molecule is CCOC(=O)c1ccccc1O. (10) The drug is CCP(=S)(OCC(C)C)Sc1ccc(Cl)cc1. The rat oral LD50 is 3.73, given as -log10 of the dose in mol/kg body weight (higher means more acutely toxic).